This data is from Forward reaction prediction with 1.9M reactions from USPTO patents (1976-2016). The task is: Predict the product of the given reaction. (1) Given the reactants [N+:1]([O:4][CH2:5][CH2:6][CH2:7][CH2:8][O:9]C(=O)C)([O-:3])=[O:2], predict the reaction product. The product is: [N+:1]([O:4][CH2:5][CH2:6][CH2:7][CH2:8][OH:9])([O-:3])=[O:2]. (2) The product is: [Cl:1][C:2]1[CH:7]=[CH:6][C:5]([N:8]2[CH2:13][CH2:12][O:11][C:10]3[CH:14]=[C:15]([S:18]([NH:35][C:36]4[CH:41]=[CH:40][N:39]=[CH:38][N:37]=4)(=[O:19])=[O:21])[CH:16]=[CH:17][C:9]2=3)=[C:4]([C:33]#[N:34])[CH:3]=1. Given the reactants [Cl:1][C:2]1[CH:7]=[CH:6][C:5]([N:8]2[CH2:13][CH2:12][O:11][C:10]3[CH:14]=[C:15]([S:18]([O:21]C4C(F)=C(F)C(F)=C(F)C=4F)(=O)=[O:19])[CH:16]=[CH:17][C:9]2=3)=[C:4]([C:33]#[N:34])[CH:3]=1.[NH2:35][C:36]1[CH:41]=[CH:40][N:39]=[CH:38][N:37]=1.[Li+].C[Si]([N-][Si](C)(C)C)(C)C, predict the reaction product. (3) Given the reactants C(OC([NH:8][CH2:9][C:10]([O:12][C:13]1[CH:18]=[C:17]([NH:19][C:20]([NH:22][CH2:23][C:24]2[CH:25]=[C:26]3[C:30](=[CH:31][CH:32]=2)[C:29](=[O:33])[N:28]([CH:34]2[CH2:39][CH2:38][C:37](=[O:40])[NH:36][C:35]2=[O:41])[CH2:27]3)=[O:21])[CH:16]=[CH:15][C:14]=1[CH3:42])=[O:11])=O)(C)(C)C.[ClH:43], predict the reaction product. The product is: [ClH:43].[NH2:8][CH2:9][C:10]([O:12][C:13]1[CH:18]=[C:17]([NH:19][C:20]([NH:22][CH2:23][C:24]2[CH:25]=[C:26]3[C:30](=[CH:31][CH:32]=2)[C:29](=[O:33])[N:28]([CH:34]2[CH2:39][CH2:38][C:37](=[O:40])[NH:36][C:35]2=[O:41])[CH2:27]3)=[O:21])[CH:16]=[CH:15][C:14]=1[CH3:42])=[O:11]. (4) The product is: [Br:1][C:2]1[CH:19]=[C:18]2[C:5]([CH2:6][CH2:7][C:8]3([C:11]42[N:15]=[C:14]([NH2:20])[C:13]([CH3:17])=[N:12]4)[CH2:10][CH2:9]3)=[CH:4][CH:3]=1. Given the reactants [Br:1][C:2]1[CH:19]=[C:18]2[C:5]([CH2:6][CH2:7][C:8]3([C:11]42[NH:15][C:14](=S)[C:13]([CH3:17])=[N:12]4)[CH2:10][CH2:9]3)=[CH:4][CH:3]=1.[NH3:20], predict the reaction product. (5) The product is: [Cl:1][C:2]1[CH:7]=[CH:6][C:5]([CH:8]([F:42])[CH2:9][N:10]2[CH2:15][CH2:14][CH:13]([N:16]3[C:20]4[CH:21]=[C:22]([F:29])[C:23]([C:25]([NH:27][CH3:28])=[O:26])=[CH:24][C:19]=4[NH:18][C:17]3=[O:30])[CH2:12][CH2:11]2)=[CH:4][CH:3]=1. Given the reactants [Cl:1][C:2]1[CH:7]=[CH:6][C:5]([CH:8](O)[CH2:9][N:10]2[CH2:15][CH2:14][CH:13]([N:16]3[C:20]4[CH:21]=[C:22]([F:29])[C:23]([C:25]([NH:27][CH3:28])=[O:26])=[CH:24][C:19]=4[NH:18][C:17]3=[O:30])[CH2:12][CH2:11]2)=[CH:4][CH:3]=1.COCCN(S(F)(F)[F:42])CCOC, predict the reaction product.